From a dataset of Merck oncology drug combination screen with 23,052 pairs across 39 cell lines. Regression. Given two drug SMILES strings and cell line genomic features, predict the synergy score measuring deviation from expected non-interaction effect. (1) Drug 1: O=S1(=O)NC2(CN1CC(F)(F)F)C1CCC2Cc2cc(C=CCN3CCC(C(F)(F)F)CC3)ccc2C1. Drug 2: CCC1(O)CC2CN(CCc3c([nH]c4ccccc34)C(C(=O)OC)(c3cc4c(cc3OC)N(C)C3C(O)(C(=O)OC)C(OC(C)=O)C5(CC)C=CCN6CCC43C65)C2)C1. Cell line: UACC62. Synergy scores: synergy=36.7. (2) Drug 1: COC12C(COC(N)=O)C3=C(C(=O)C(C)=C(N)C3=O)N1CC1NC12. Drug 2: Cn1c(=O)n(-c2ccc(C(C)(C)C#N)cc2)c2c3cc(-c4cnc5ccccc5c4)ccc3ncc21. Cell line: SKOV3. Synergy scores: synergy=12.8.